Dataset: Forward reaction prediction with 1.9M reactions from USPTO patents (1976-2016). Task: Predict the product of the given reaction. (1) The product is: [Cl:17][C:18]1[CH:19]=[CH:20][C:21]([C:24]2[O:28][N:27]=[C:26]([C:29]([N:8]3[CH2:7][C@H:6]([CH:1]4[CH2:2][CH2:3][CH2:4][CH2:5]4)[NH:11][C:10](=[O:12])[C@@H:9]3[CH2:13][CH:14]([CH3:16])[CH3:15])=[O:30])[CH:25]=2)=[CH:22][CH:23]=1. Given the reactants [CH:1]1([C@@H:6]2[NH:11][C:10](=[O:12])[C@H:9]([CH2:13][CH:14]([CH3:16])[CH3:15])[NH:8][CH2:7]2)[CH2:5][CH2:4][CH2:3][CH2:2]1.[Cl:17][C:18]1[CH:23]=[CH:22][C:21]([C:24]2[O:28][N:27]=[C:26]([C:29](O)=[O:30])[CH:25]=2)=[CH:20][CH:19]=1.C([C@@H]1N(C(=O)/C=C/C2C=CC=CC=2)C[C@H](CC(C)C)NC1=O)C(C)C, predict the reaction product. (2) Given the reactants C[Si]([N:5]([Si](C)(C)C)[C@H:6]([B:13]([OH:15])[OH:14])[CH2:7][C:8]1[CH:12]=[CH:11][S:10][CH:9]=1)(C)C.FC(F)(F)C(O)=O, predict the reaction product. The product is: [NH2:5][C@H:6]([B:13]([OH:15])[OH:14])[CH2:7][C:8]1[CH:12]=[CH:11][S:10][CH:9]=1. (3) The product is: [CH2:27]([O:30][N:31]([C@H:13]1[CH2:12][N:11]([C:20]([O:22][C:23]([CH3:24])([CH3:25])[CH3:26])=[O:21])[C@H:10]([CH2:9][O:8][Si:1]([C:4]([CH3:7])([CH3:6])[CH3:5])([CH3:2])[CH3:3])[CH:15]=[C:14]1[C:16]([CH3:18])=[CH2:17])[S:32]([C:35]1[CH:40]=[CH:39][CH:38]=[CH:37][C:36]=1[N+:41]([O-:43])=[O:42])(=[O:34])=[O:33])[CH:28]=[CH2:29]. Given the reactants [Si:1]([O:8][CH2:9][C@@H:10]1[CH:15]=[C:14]([C:16]([CH3:18])=[CH2:17])[C@H:13](O)[CH2:12][N:11]1[C:20]([O:22][C:23]([CH3:26])([CH3:25])[CH3:24])=[O:21])([C:4]([CH3:7])([CH3:6])[CH3:5])([CH3:3])[CH3:2].[CH2:27]([O:30][N:31]([C@H]1CN(C(OC(C)(C)C)=O)[C@H](CO[Si](C(C)(C)C)(C)C)C=C1C)[S:32]([C:35]1[CH:40]=[CH:39][CH:38]=[CH:37][C:36]=1[N+:41]([O-:43])=[O:42])(=[O:34])=[O:33])[CH:28]=[CH2:29], predict the reaction product. (4) Given the reactants [OH:1][CH2:2][CH:3]1[CH:7]([CH2:8][OH:9])[O:6][N:5]=[C:4]1[C:10]1[CH:15]=[CH:14][N:13]=[CH:12][C:11]=1[O:16]COC, predict the reaction product. The product is: [OH:1][CH2:2][CH:3]1[CH:7]([CH2:8][OH:9])[O:6][N:5]=[C:4]1[C:10]1[CH:15]=[CH:14][N:13]=[CH:12][C:11]=1[OH:16]. (5) Given the reactants [C:1]([O:9][CH2:10][CH:11]1[CH2:13][O:12]1)(=[O:8])[C:2]1[CH:7]=[CH:6][CH:5]=[CH:4][CH:3]=1.[OH:14][C:15]1[CH:16]=[C:17]([CH2:22][C@H:23]([NH:27][C:28]([O:30][C:31]([CH3:34])([CH3:33])[CH3:32])=[O:29])[C:24]([OH:26])=[O:25])[CH:18]=[CH:19][C:20]=1[OH:21], predict the reaction product. The product is: [OH:14][C:15]1[CH:16]=[C:17]([CH2:22][C@H:23]([NH:27][C:28]([O:30][C:31]([CH3:34])([CH3:33])[CH3:32])=[O:29])[C:24]([O:26][CH2:13][CH:11]([OH:12])[CH2:10][O:9][C:1]([C:2]2[CH:7]=[CH:6][CH:5]=[CH:4][CH:3]=2)=[O:8])=[O:25])[CH:18]=[CH:19][C:20]=1[OH:21]. (6) Given the reactants ClC(Cl)(O[C:5](=[O:11])OC(Cl)(Cl)Cl)Cl.[F:13][C:14]1[CH:20]=[CH:19][C:17]([NH2:18])=[CH:16][CH:15]=1.C(N(CC)C(C)C)(C)C.ClC1[CH:36]=[CH:35][C:34]([C@@H:37]2[C@@H:41]([NH:42][CH3:43])[CH2:40][N:39]([C:44]([CH:46]3[CH2:51][CH2:50][N:49]([C:52]([C:54]4([CH3:57])[CH2:56][CH2:55]4)=[O:53])[CH2:48][CH2:47]3)=[O:45])[CH2:38]2)=[CH:33][CH:32]=1.Cl[CH2:59][Cl:60], predict the reaction product. The product is: [Cl:60][C:59]1[CH:36]=[CH:35][C:34]([C@H:37]2[CH2:38][N:39]([C:44]([CH:46]3[CH2:47][CH2:48][N:49]([C:52]([C:54]4([CH3:57])[CH2:55][CH2:56]4)=[O:53])[CH2:50][CH2:51]3)=[O:45])[CH2:40][C@@H:41]2[N:42]([CH3:43])[C:5]([NH:18][C:17]2[CH:19]=[CH:20][C:14]([F:13])=[CH:15][CH:16]=2)=[O:11])=[CH:33][CH:32]=1. (7) Given the reactants Br[C:2]1[CH:3]=[C:4]2[C:9](=[CH:10][CH:11]=1)[N:8]=[CH:7][CH:6]=[C:5]2[Cl:12].C([Li])CCC.CN(C)[CH:20]=[O:21], predict the reaction product. The product is: [Cl:12][C:5]1[C:4]2[C:9](=[CH:10][CH:11]=[C:2]([CH:20]=[O:21])[CH:3]=2)[N:8]=[CH:7][CH:6]=1.